This data is from Reaction yield outcomes from USPTO patents with 853,638 reactions. The task is: Predict the reaction yield, written as a fraction of the theoretical maximum amount of product (1.0 means a 100% yield; for example, 0.34 means a 34% yield). (1) The reactants are [Cl:1][C:2]1[CH:7]=[CH:6][C:5]([CH:8]([O:23][CH3:24])[CH2:9][NH:10]S(C2C=CC([N+]([O-])=O)=CC=2)(=O)=O)=[CH:4][CH:3]=1.C1(S)C=CC=CC=1.C(=O)([O-])[O-].[K+].[K+].[C:38](O[C:38]([O:40][C:41]([CH3:44])([CH3:43])[CH3:42])=[O:39])([O:40][C:41]([CH3:44])([CH3:43])[CH3:42])=[O:39]. The catalyst is C(#N)C.CS(C)=O. The product is [Cl:1][C:2]1[CH:3]=[CH:4][C:5]([CH:8]([O:23][CH3:24])[CH2:9][NH:10][C:38](=[O:39])[O:40][C:41]([CH3:44])([CH3:43])[CH3:42])=[CH:6][CH:7]=1. The yield is 0.725. (2) The reactants are [Br:1][C:2]1[CH:3]=[C:4]([OH:8])[CH:5]=[N:6][CH:7]=1.C(=O)([O-])[O-].[Na+].[Na+].[I:15]I.Cl. The catalyst is O. The product is [Br:1][C:2]1[CH:3]=[C:4]([OH:8])[C:5]([I:15])=[N:6][CH:7]=1. The yield is 1.00. (3) The reactants are [CH3:1][N:2]([CH:10]1[CH2:15][CH2:14][CH:13]([O:16][C:17]2[C:28]3[C:27]4[C@@H:26]([CH2:29][CH:30]=[O:31])[CH2:25][CH2:24][C:23]=4[S:22][C:21]=3[N:20]=[CH:19][N:18]=2)[CH2:12][CH2:11]1)[C:3](=[O:9])[O:4][C:5]([CH3:8])([CH3:7])[CH3:6].[CH3:32][Mg+].[Br-]. The catalyst is C1COCC1. The product is [OH:31][C@H:30]([CH3:32])[CH2:29][C@H:26]1[CH2:25][CH2:24][C:23]2[S:22][C:21]3[N:20]=[CH:19][N:18]=[C:17]([O:16][CH:13]4[CH2:14][CH2:15][CH:10]([N:2]([CH3:1])[C:3](=[O:9])[O:4][C:5]([CH3:8])([CH3:6])[CH3:7])[CH2:11][CH2:12]4)[C:28]=3[C:27]1=2.[OH:31][C@@H:30]([CH3:32])[CH2:29][C@H:26]1[CH2:25][CH2:24][C:23]2[S:22][C:21]3[N:20]=[CH:19][N:18]=[C:17]([O:16][CH:13]4[CH2:14][CH2:15][CH:10]([N:2]([CH3:1])[C:3](=[O:9])[O:4][C:5]([CH3:8])([CH3:6])[CH3:7])[CH2:11][CH2:12]4)[C:28]=3[C:27]1=2. The yield is 0.330. (4) The reactants are Br[C:2]1[CH:3]=[N:4][C:5]2[C:10]([CH:11]=1)=[CH:9][CH:8]=[CH:7][CH:6]=2.[CH3:12][O:13][C:14]1[CH:19]=[CH:18][C:17](OB(O)O)=[CH:16][CH:15]=1. No catalyst specified. The product is [CH3:12][O:13][C:14]1[CH:19]=[CH:18][C:17]([C:2]2[CH:3]=[N:4][C:5]3[C:10]([CH:11]=2)=[CH:9][CH:8]=[CH:7][CH:6]=3)=[CH:16][CH:15]=1. The yield is 0.890. (5) The reactants are [CH3:1][O:2][CH2:3][C@H:4]([CH3:31])[O:5][C:6]1[CH:7]=[C:8]([C:23]2[NH:27][C:26]([C:28]([OH:30])=O)=[CH:25][CH:24]=2)[CH:9]=[C:10]([O:12][C:13]2[CH:18]=[CH:17][C:16]([S:19]([CH3:22])(=[O:21])=[O:20])=[CH:15][CH:14]=2)[CH:11]=1.[C:32]([NH:35][NH2:36])(=[O:34])[CH3:33].CN(C(ON1N=NC2C=CC=NC1=2)=[N+](C)C)C.F[P-](F)(F)(F)(F)F.C(N(CC)C(C)C)(C)C. The catalyst is CN(C)C=O.C(OCC)(=O)C.O. The product is [C:32]([NH:35][NH:36][C:28]([C:26]1[NH:27][C:23]([C:8]2[CH:9]=[C:10]([O:12][C:13]3[CH:18]=[CH:17][C:16]([S:19]([CH3:22])(=[O:21])=[O:20])=[CH:15][CH:14]=3)[CH:11]=[C:6]([O:5][C@@H:4]([CH3:31])[CH2:3][O:2][CH3:1])[CH:7]=2)=[CH:24][CH:25]=1)=[O:30])(=[O:34])[CH3:33]. The yield is 0.570.